The task is: Regression. Given two drug SMILES strings and cell line genomic features, predict the synergy score measuring deviation from expected non-interaction effect.. This data is from NCI-60 drug combinations with 297,098 pairs across 59 cell lines. (1) Drug 1: CNC(=O)C1=NC=CC(=C1)OC2=CC=C(C=C2)NC(=O)NC3=CC(=C(C=C3)Cl)C(F)(F)F. Drug 2: CN(CC1=CN=C2C(=N1)C(=NC(=N2)N)N)C3=CC=C(C=C3)C(=O)NC(CCC(=O)O)C(=O)O. Cell line: SW-620. Synergy scores: CSS=27.0, Synergy_ZIP=7.06, Synergy_Bliss=-0.194, Synergy_Loewe=-44.0, Synergy_HSA=-12.7. (2) Drug 1: C1=CC(=CC=C1CCCC(=O)O)N(CCCl)CCCl. Drug 2: C1CC(=O)NC(=O)C1N2C(=O)C3=CC=CC=C3C2=O. Cell line: HCT-15. Synergy scores: CSS=15.0, Synergy_ZIP=-3.36, Synergy_Bliss=-2.90, Synergy_Loewe=-8.57, Synergy_HSA=-3.36. (3) Drug 1: COC1=C(C=C2C(=C1)N=CN=C2NC3=CC(=C(C=C3)F)Cl)OCCCN4CCOCC4. Cell line: SR. Synergy scores: CSS=23.8, Synergy_ZIP=-2.32, Synergy_Bliss=-1.64, Synergy_Loewe=-15.4, Synergy_HSA=-4.67. Drug 2: CC1=C(C(CCC1)(C)C)C=CC(=CC=CC(=CC(=O)O)C)C.